This data is from Full USPTO retrosynthesis dataset with 1.9M reactions from patents (1976-2016). The task is: Predict the reactants needed to synthesize the given product. (1) Given the product [C:1]([O:5][C:6]([N:8]1[CH2:13][CH2:12][N:11]([CH2:14][CH2:15][N:16]([CH3:30])[C:17]2[CH:22]=[CH:21][N:20]=[CH:19][CH:18]=2)[C:10](=[O:27])[CH2:9]1)=[O:7])([CH3:4])([CH3:3])[CH3:2], predict the reactants needed to synthesize it. The reactants are: [C:1]([O:5][C:6]([N:8]1[CH2:13][CH2:12][N:11]([CH2:14][CH2:15][NH:16][C:17]2[C:22](Cl)=[C:21](Cl)[N:20]=[C:19](Cl)[C:18]=2Cl)[C:10](=[O:27])[CH2:9]1)=[O:7])([CH3:4])([CH3:3])[CH3:2].[H-].[Na+].[CH3:30]I.C[O-].[Na+].[H][H]. (2) Given the product [F:23][C:24]([F:29])([F:28])[C@@H:25]([OH:26])[CH2:27][N:14]1[CH2:15][CH2:16][C:10]2[CH:9]=[C:8]([N+:5]([O-:7])=[O:6])[CH:18]=[CH:17][C:11]=2[CH2:12][CH2:13]1, predict the reactants needed to synthesize it. The reactants are: [N+]([O-])(O)=O.[N+:5]([C:8]1[CH:18]=[CH:17][C:11]2[CH2:12][CH2:13][NH:14][CH2:15][CH2:16][C:10]=2[CH:9]=1)([O-:7])=[O:6].C(=O)([O-])[O-].[F:23][C:24]([F:29])([F:28])[C@@H:25]1[CH2:27][O:26]1. (3) Given the product [F:1][C:2]1[CH:9]=[CH:8][CH:7]=[CH:6][C:3]=1[CH2:4][O:10][C:11]1[CH:18]=[CH:17][C:14]([CH:15]=[O:16])=[CH:13][CH:12]=1, predict the reactants needed to synthesize it. The reactants are: [F:1][C:2]1[CH:9]=[CH:8][CH:7]=[CH:6][C:3]=1[CH2:4]Cl.[OH:10][C:11]1[CH:18]=[CH:17][C:14]([CH:15]=[O:16])=[CH:13][CH:12]=1.C([O-])([O-])=O.[K+].[K+].[Na+].[I-]. (4) The reactants are: [NH2:1][C:2]1[CH:7]=[C:6]([NH2:8])[CH:5]=[CH:4][C:3]=1[N+:9]([O-:11])=[O:10].C[Si](C)(C)[N-][Si](C)(C)C.[K+].[C:22](O[C:22]([O:24][C:25]([CH3:28])([CH3:27])[CH3:26])=[O:23])([O:24][C:25]([CH3:28])([CH3:27])[CH3:26])=[O:23].[Na+].[Cl-]. Given the product [NH2:1][C:2]1[CH:7]=[C:6]([NH:8][C:22]([O:24][C:25]([CH3:28])([CH3:27])[CH3:26])=[O:23])[CH:5]=[CH:4][C:3]=1[N+:9]([O-:11])=[O:10], predict the reactants needed to synthesize it. (5) The reactants are: Cl.[NH2:2][C@@H:3]1[CH2:7][N:6]([C:8]2[CH:13]=[CH:12][C:11]([O:14][CH2:15][C:16]3[CH:21]=[CH:20][CH:19]=[C:18]([F:22])[CH:17]=3)=[CH:10][CH:9]=2)[C:5](=[O:23])[CH2:4]1.C(N(C(C)C)C(C)C)C.[F:33][CH:34]([F:38])[C:35](O)=[O:36].N1(OC(N(C)C)=[N+](C)C)C2C=CC=CC=2N=N1.F[B-](F)(F)F. Given the product [F:33][CH:34]([F:38])[C:35]([NH:2][C@H:3]1[CH2:4][C:5](=[O:23])[N:6]([C:8]2[CH:9]=[CH:10][C:11]([O:14][CH2:15][C:16]3[CH:21]=[CH:20][CH:19]=[C:18]([F:22])[CH:17]=3)=[CH:12][CH:13]=2)[CH2:7]1)=[O:36], predict the reactants needed to synthesize it. (6) Given the product [NH2:8][C:9]1[N:14]=[CH:13][C:12]([C:15]([NH:17][C:18](=[O:19])[OH:20])=[O:16])=[CH:11][CH:10]=1, predict the reactants needed to synthesize it. The reactants are: C(OC([NH:8][C:9]1[N:14]=[CH:13][C:12]([C:15]([NH:17][C:18](=[O:20])[OH:19])=[O:16])=[CH:11][CH:10]=1)=O)(C)(C)C.FC(F)(F)C(O)=O. (7) Given the product [C:63]1([NH:62][C:58]2[N:57]=[C:56]([O:55][C:48]3[C:49]4[C:54](=[CH:53][CH:52]=[CH:51][CH:50]=4)[C:45]([NH:44][C:42]([NH:39][C:28]4[N:24]([C:21]5[CH:20]=[CH:19][C:18]([CH3:36])=[CH:23][CH:22]=5)[N:25]=[C:26]([Si:32]([CH3:33])([CH3:34])[CH3:35])[CH:27]=4)=[O:8])=[CH:46][CH:47]=3)[CH:61]=[CH:60][N:59]=2)[CH:64]=[CH:65][CH:66]=[CH:67][CH:68]=1, predict the reactants needed to synthesize it. The reactants are: C1C=CC(P(N=[N+]=[N-])(C2C=CC=CC=2)=[O:8])=CC=1.[C:18]1([CH3:36])[CH:23]=[CH:22][C:21]([N:24]2[C:28](C(O)=O)=[CH:27][C:26]([Si:32]([CH3:35])([CH3:34])[CH3:33])=[N:25]2)=[CH:20][CH:19]=1.CC[N:39]([CH2:42]C)CC.[NH2:44][C:45]1[C:54]2[C:49](=[CH:50][CH:51]=[CH:52][CH:53]=2)[C:48]([O:55][C:56]2[CH:61]=[CH:60][N:59]=[C:58]([NH:62][C:63]3[CH:68]=[CH:67][CH:66]=[CH:65][CH:64]=3)[N:57]=2)=[CH:47][CH:46]=1.